Dataset: Catalyst prediction with 721,799 reactions and 888 catalyst types from USPTO. Task: Predict which catalyst facilitates the given reaction. Reactant: [Br:1][C:2]1[CH:10]=[CH:9][C:5]([C:6](Cl)=[O:7])=[CH:4][CH:3]=1.[CH3:11][C:12]1[CH:13]=[C:14]([O:18][CH3:19])[CH:15]=[CH:16][CH:17]=1.[Al+3].[Cl-].[Cl-].[Cl-]. Product: [Br:1][C:2]1[CH:10]=[CH:9][C:5]([C:6]([C:17]2[CH:16]=[CH:15][C:14]([O:18][CH3:19])=[CH:13][C:12]=2[CH3:11])=[O:7])=[CH:4][CH:3]=1. The catalyst class is: 6.